The task is: Regression. Given a peptide amino acid sequence and an MHC pseudo amino acid sequence, predict their binding affinity value. This is MHC class I binding data.. This data is from Peptide-MHC class I binding affinity with 185,985 pairs from IEDB/IMGT. The peptide sequence is SIDHCSSFI. The MHC is HLA-A02:06 with pseudo-sequence HLA-A02:06. The binding affinity (normalized) is 0.511.